From a dataset of Full USPTO retrosynthesis dataset with 1.9M reactions from patents (1976-2016). Predict the reactants needed to synthesize the given product. The reactants are: C[Si]([N-][Si](C)(C)C)(C)C.[K+].[Br:11][C:12]1[C:13](Cl)=[N:14][CH:15]=[C:16]([CH:31]=1)[C:17]([NH:19][C:20]1[CH:25]=[CH:24][C:23]([O:26][C:27]([F:30])([F:29])[F:28])=[CH:22][CH:21]=1)=[O:18].[C:33](#[N:37])[CH:34]([CH3:36])[CH3:35]. Given the product [Br:11][C:12]1[C:13]([C:34]([C:33]#[N:37])([CH3:36])[CH3:35])=[N:14][CH:15]=[C:16]([CH:31]=1)[C:17]([NH:19][C:20]1[CH:25]=[CH:24][C:23]([O:26][C:27]([F:30])([F:29])[F:28])=[CH:22][CH:21]=1)=[O:18], predict the reactants needed to synthesize it.